From a dataset of Human Reference Interactome with 51,813 positive PPI pairs across 8,248 proteins, plus equal number of experimentally-validated negative pairs. Binary Classification. Given two protein amino acid sequences, predict whether they physically interact or not. (1) Result: 0 (the proteins do not interact). Protein 1 (ENSG00000243414) has sequence MGIGKSKINSCPLSLSWGKRHSVDTSPGYHESDSKKSEDLSLCNVAEHSNTTEGPTGKQEGAQSVEEMFEEEAEEEVFLKFVILHAEDDTDEALRVQNLLQDDFGIKPGIIFAEMPCGRQHLQNLDDAVNGSAWTILLLTENFLRDTWCNFQFYTSLMNSVNRQHKYNSVIPMRPLNNPLPRERTPFALQTINALEEESRGFPTQVERIFQESVYKTQQTIWKETRNMVQRQFIA*. Protein 2 (ENSG00000256223) has sequence MDAKSLTAWSRTLVTFKDVFVDFTREEWKLLDTAQQIVYRNVMLENYKNLVSLGYQLTKPDVILRLEKGEEPWLVEREIHQETHPDSETAFEIKSSVSSRSIFKDKQSCDIKMEGMARNDLWYLSLEEVWKCRDQLDKYQENPERHLRQVAFTQKKVLTQERVSESGKYGGNCLLPAQLVLREYFHKRDSHTKSLKHDLVLNGHQDSCASNSNECGQTFCQNIHLIQFARTHTGDKSYKCPDNDNSLTHGSSLGISKGIHREKPYECKECGKFFSWRSNLTRHQLIHTGEKPYECKECGK.... (2) Protein 1 (ENSG00000125656) has sequence MWPGILVGGARVASCRYPALGPRLAAHFPAQRPPQRTLQNGLALQRCLHATATRALPLIPIVVEQTGRGERAYDIYSRLLRERIVCVMGPIDDSVASLVIAQLLFLQSESNKKPIHMYINSPGGVVTAGLAIYDTMQYILNPICTWCVGQAASMGSLLLAAGTPGMRHSLPNSRIMIHQPSGGARGQATDIAIQAEEIMKLKKQLYNIYAKHTKQSLQVIESAMERDRYMSPMEAQEFGILDKVLVHPPQDGEDEPTLVQKEPVEAAPAAEPVPAST*XDIYSRLLRERIVCVMGPIDDS.... Protein 2 (ENSG00000137648) has sequence MLQDPDSDQPLNSLDVKPLRKPRIPMETFRKVGIPIIIALLSLASIIIVVVLIKVILDKYYFLCGQPLHFIPRKQLCDGELDCPLGEDEEHCVKSFPEGPAVAVRLSKDRSTLQVLDSATGNWFSACFDNFTEALAETACRQMGYSSKPTFRAVEIGPDQDLDVVEITENSQELRMRNSSGPCLSGSLVSLHCLACGKSLKTPRVVGVEEASVDSWPWQVSIQYDKQHVCGGSILDPHWVLTAAHCFRKHTDVFNWKVRAGSDKLGSFPSLAVAKIIIIEFNPMYPKDNDIALMKLQFPL.... Result: 0 (the proteins do not interact). (3) Protein 1 (ENSG00000167851) has sequence MWLPWALLLLWVPASTSMTPASITAAKTSTITTAFPPVSSTTLFAVGATHSASIQEETEEVVNSQLPLLLSLLALLLLLLVGASLLAWRMFQKWIKAGDHSELSQNPKQAATQSELHYANLELLMWPLQEKPAPPREVEVEYSTVASPREELHYASVVFDSNTNRIAAQRPREEEPDSDYSVIRKT*MWLPWALLLLWVPGCFALSKCRTVAGPVGGSLSVQCPYEKEHRTLNKYWCRPPQIFLCDKIVETKGSAGKRNGRVSIRDSPANLSFTVTLENLTEEDAGTYWCGVDTPWLRDF.... Protein 2 (ENSG00000124216) has sequence MPRSFLVRKPSDPNRKPNYSELQDSNPEFTFQQPYDQAHLLAAIPPPEILNPTASLPMLIWDSVLAPQAQPIAWASLRLQESPRVAELTSLSDEDSGKGSQPPSPPSPAPSSFSSTSVSSLEAEAYAAFPGLGQVPKQLAQLSEAKDLQARKAFNCKYCNKEYLSLGALKMHIRSHTLPCVCGTCGKAFSRPWLLQGHVRTHTGEKPFSCPHCSRAFADRSNLRAHLQTHSDVKKYQCQACARTFSRMSLLHKHQESGCSGCPR*. Result: 0 (the proteins do not interact). (4) Protein 1 (ENSG00000145365) has sequence MTSFEDADTEETVTCLQMTVYHPGQLQCGIFQSISFNREKLPSSEVVKFGRNSNICHYTFQDKQVSRVQFSLQLFKKFNSSVLSFEIKNMSKKTNLIVDSRELGYLNKMDLPYRCMVRFGEYQFLMEKEDGESLEFFETQFILSPRSLLQENNWPPHRPIPEYGTYSLCSSQSSSPTEMDENES*. Protein 2 (ENSG00000130159) has sequence MSWVQATLLARGLCRAWGGTCGAALTGTSISQVPRRLPRGLHCSAAAHSSEQSLVPSPPEPRQRPTKALVPFEDLFGQAPGGERDKASFLQTVQKFAEHSVRKRGHIDFIYLALRKMREYGVERDLAVYNQLLNIFPKEVFRPRNIIQRIFVHYPRQQECGIAVLEQMENHGVMPNKETEFLLIQIFGRKSYPMLKLVRLKLWFPRFMNVNPFPVPRDLPQDPVELAMFGLRHMEPDLSARVTIYQVPLPKDSTGAADPPQPHIVGSGRDAGGVEPLLPDAAGPGVCEEWLGQLRV*MSW.... Result: 0 (the proteins do not interact). (5) Protein 1 (ENSG00000169116) has sequence MVYKTLFALCILTAGWRVQSLPTSAPLSVSLPTNIVPPTTIWTSSPQNTDADTASPSNGTHNNSVLPVTASAPTSLLPKNISIESREEEITSPGSNWEGTNTDPSPSGFSSTSGGVHLTTTLEEHSSGTPEAGVAATLSQSAAEPPTLISPQAPASSPSSLSTSPPEVFSASVTTNHSSTVTSTQPTGAPTAPESPTEESSSDHTPTSHATAEPVPQEKTPPTTVSGKVMCELIDMETTTTFPRVIMQEVEHALSSGSIAAITVTVIAVVLLVFGVAAYLKIRHSSYGRLLDDHDYGSWG.... Protein 2 (ENSG00000126804) has sequence MAKPSHSSYVLQQLNNQREWGFLCDCCIAIDDIYFQAHKAVLAACSSYFRMFFMNHQHSTAQLNLSNMKISAECFDLILQFMYLGKIMTAPSSFEQFKVAMNYLQLYNVPDCLEDIQDADCSSSKCSSSASSKQNSKMIFGVRMYEDTVARNGNEANRWCAEPSSTVNTPHNREADEESLQLGNFPEPLFDVCKKSSVSKLSTPKERVSRRFGRSFTCDSCGFGFSCEKLLDEHVLTCTNRHLYQNTRSYHRIVDIRDGKDSNIKAEFGEKDSSKTFSAQTDKYRGDTSQAADDSASTTG.... Result: 0 (the proteins do not interact). (6) Result: 0 (the proteins do not interact). Protein 1 (ENSG00000174564) has sequence MQTFTMVLEEIWTSLFMWFFYALIPCLLTDEVAILPAPQNLSVLSTNMKHLLMWSPVIAPGETVYYSVEYQGEYESLYTSHIWIPSSWCSLTEGPECDVTDDITATVPYNLRVRATLGSQTSAWSILKHPFNRNSTILTRPGMEITKDGFHLVIELEDLGPQFEFLVAYWRREPGAEEHVKMVRSGGIPVHLETMEPGAAYCVKAQTFVKAIGRYSAFSQTECVEVQGEAIPLVLALFAFVGFMLILVVVPLFVWKMGRLLQYSCCPVVVLPDTLKITNSPQKLISCRREEVDACATAVM.... Protein 2 (ENSG00000105176) has sequence MTTWSSLQGSHVSKRALAYALVVTNCQERIQHWKKVDNDYNALRERLSTLPDKLSYNIMVPFGPFAFMPGKLVHTNEVTVLLGDNWFAKCSAKQAVGLVEHRKEHVRKTIDDLKKVMKNFESRVEFTEDLQKMSDAAGDIVDIREEIKCDFEFKAKHRIAHKPHSKPKTSDIFEADIANDVKSKDLLADKELWARLEELERQEELLGELDSKPDTVIANGEDTTSSEEEKEDRNTNVNAMHQVTDSHTPCHKDVASSEPFSGQVNSQLNCSVNGSSSYHSDDDDDDDDDDDDDNIDDDDG....